Dataset: CYP1A2 inhibition data for predicting drug metabolism from PubChem BioAssay. Task: Regression/Classification. Given a drug SMILES string, predict its absorption, distribution, metabolism, or excretion properties. Task type varies by dataset: regression for continuous measurements (e.g., permeability, clearance, half-life) or binary classification for categorical outcomes (e.g., BBB penetration, CYP inhibition). Dataset: cyp1a2_veith. (1) The drug is CN1CCc2nc(N)nc(-c3nc(N)nc4c3CN(C)CC4)c2C1. The result is 0 (non-inhibitor). (2) The compound is CC(=O)NCCNc1ncncc1-c1ccc(N(C)C)cc1. The result is 1 (inhibitor). (3) The compound is COc1cccc(Cn2c(=O)c(-c3cccs3)nc3cnc(N4CCOCC4)nc32)c1. The result is 0 (non-inhibitor). (4) The drug is CO/N=C(\C)CCN1CCCc2nc(C)c(C)cc21. The result is 0 (non-inhibitor). (5) The molecule is O=C(Nc1c(C(=O)N2CCOCC2)cnn1-c1ccccc1)c1ccco1. The result is 0 (non-inhibitor).